The task is: Predict which catalyst facilitates the given reaction.. This data is from Catalyst prediction with 721,799 reactions and 888 catalyst types from USPTO. (1) Reactant: [N+:1]([O-:4])([O-])=[O:2].[K+].[F:6][C:7]1[CH:8]=[C:9]([NH2:25])[CH:10]=[CH:11][C:12]=1[O:13][C:14]1[CH:15]=[N:16][C:17]([S:20]([CH2:23][CH3:24])(=[O:22])=[O:21])=[CH:18][CH:19]=1. Product: [F:6][C:7]1[C:12]([O:13][C:14]2[CH:15]=[N:16][C:17]([S:20]([CH2:23][CH3:24])(=[O:22])=[O:21])=[CH:18][CH:19]=2)=[CH:11][C:10]([N+:1]([O-:4])=[O:2])=[C:9]([NH2:25])[CH:8]=1. The catalyst class is: 55. (2) Reactant: [C:1]1([C@H:7](NC[C@H](CCC)CC(O)=O)[CH3:8])[CH:6]=[CH:5][CH:4]=[CH:3][CH:2]=1.C([O:22][CH2:23][CH3:24])(=O)C.Cl. Product: [CH:1]1[CH:6]=[C:5]2[CH:4]=[CH:24][C:23]([OH:22])=[C:7]([C:1]3[C:2]4[C:3](=[CH:8][CH:7]=[CH:23][CH:24]=4)[CH:4]=[CH:5][C:6]=3[OH:22])[C:8]2=[CH:3][CH:2]=1. The catalyst class is: 5. (3) Reactant: [NH2:1][CH2:2][C:3]([C:6]1[NH:7][C:8]([C:21]2[CH:26]=[CH:25][N:24]=[CH:23][CH:22]=2)=[C:9]([C:11]2[CH:12]=[C:13]3[C:17](=[CH:18][CH:19]=2)[C:16](=[O:20])[CH2:15][CH2:14]3)[N:10]=1)([CH3:5])[CH3:4].[CH3:27][S:28](Cl)(=[O:30])=[O:29].C(OCC)(=O)C. Product: [CH3:4][C:3]([C:6]1[NH:10][C:9]([C:11]2[CH:12]=[C:13]3[C:17](=[CH:18][CH:19]=2)[C:16](=[O:20])[CH2:15][CH2:14]3)=[C:8]([C:21]2[CH:22]=[CH:23][N:24]=[CH:25][CH:26]=2)[N:7]=1)([CH3:5])[CH2:2][NH:1][S:28]([CH3:27])(=[O:30])=[O:29]. The catalyst class is: 4.